From a dataset of Catalyst prediction with 721,799 reactions and 888 catalyst types from USPTO. Predict which catalyst facilitates the given reaction. Reactant: Br[CH2:2][C:3]1[CH:4]=[CH:5][C:6]2[O:11][CH2:10][CH2:9][N:8]([S:12]([CH3:15])(=[O:14])=[O:13])[C:7]=2[CH:16]=1.[N:17]1([C:23]([O:25][C:26]([CH3:29])([CH3:28])[CH3:27])=[O:24])[CH2:22][CH2:21][NH:20][CH2:19][CH2:18]1.C(N(CC)C(C)C)(C)C. Product: [CH3:15][S:12]([N:8]1[C:7]2[CH:16]=[C:3]([CH2:2][N:20]3[CH2:19][CH2:18][N:17]([C:23]([O:25][C:26]([CH3:29])([CH3:28])[CH3:27])=[O:24])[CH2:22][CH2:21]3)[CH:4]=[CH:5][C:6]=2[O:11][CH2:10][CH2:9]1)(=[O:14])=[O:13]. The catalyst class is: 41.